From a dataset of Peptide-MHC class II binding affinity with 134,281 pairs from IEDB. Regression. Given a peptide amino acid sequence and an MHC pseudo amino acid sequence, predict their binding affinity value. This is MHC class II binding data. The peptide sequence is VLDLHPGAGKTRRILPQI. The MHC is DRB1_1501 with pseudo-sequence DRB1_1501. The binding affinity (normalized) is 0.